This data is from Full USPTO retrosynthesis dataset with 1.9M reactions from patents (1976-2016). The task is: Predict the reactants needed to synthesize the given product. (1) Given the product [Br:5][C:6]1[CH:7]=[CH:8][C:9]([F:41])=[C:10]([C@:12]23[CH2:19][O:18][C@H:17]([CH2:20][O:21][C:22]([C:35]4[CH:40]=[CH:39][CH:38]=[CH:37][CH:36]=4)([C:29]4[CH:30]=[CH:31][CH:32]=[CH:33][CH:34]=4)[C:23]4[CH:28]=[CH:27][CH:26]=[CH:25][CH:24]=4)[C@H:16]2[CH2:15][O:14][N:13]3[C:1](=[O:3])[CH3:2])[CH:11]=1, predict the reactants needed to synthesize it. The reactants are: [C:1](Cl)(=[O:3])[CH3:2].[Br:5][C:6]1[CH:7]=[CH:8][C:9]([F:41])=[C:10]([C@@:12]23[CH2:19][O:18][C@H:17]([CH2:20][O:21][C:22]([C:35]4[CH:40]=[CH:39][CH:38]=[CH:37][CH:36]=4)([C:29]4[CH:34]=[CH:33][CH:32]=[CH:31][CH:30]=4)[C:23]4[CH:28]=[CH:27][CH:26]=[CH:25][CH:24]=4)[C@H:16]2[CH2:15][O:14][NH:13]3)[CH:11]=1.N1C=CC=CC=1.S(=O)(=O)(O)O. (2) Given the product [C:1]([O:5][C:6]([N:8]1[CH2:13][C:12](=[O:14])[N:11]([C:15]2[CH:16]=[CH:17][C:18]([O:21][CH2:25][CH2:26][CH2:27][O:28][CH2:29][C:30]3[CH:35]=[CH:34][CH:33]=[CH:32][C:31]=3[O:36][CH3:37])=[CH:19][CH:20]=2)[C@@H:10]([CH2:22][OH:23])[CH2:9]1)=[O:7])([CH3:4])([CH3:3])[CH3:2], predict the reactants needed to synthesize it. The reactants are: [C:1]([O:5][C:6]([N:8]1[CH2:13][C:12](=[O:14])[N:11]([C:15]2[CH:20]=[CH:19][C:18]([OH:21])=[CH:17][CH:16]=2)[C@@H:10]([CH2:22][OH:23])[CH2:9]1)=[O:7])([CH3:4])([CH3:3])[CH3:2].I[CH2:25][CH2:26][CH2:27][O:28][CH2:29][C:30]1[CH:35]=[CH:34][CH:33]=[CH:32][C:31]=1[O:36][CH3:37].C(=O)([O-])[O-].[K+].[K+].O. (3) Given the product [N:1]1([CH2:13][C:14]2[CH:15]=[CH:16][C:17]([C:20]3[CH:24]=[C:23]([C:25]([NH2:27])=[O:26])[O:22][N:21]=3)=[CH:18][CH:19]=2)[C:5]2[CH:6]=[CH:7][CH:8]=[CH:9][C:4]=2[N:3]=[N:2]1, predict the reactants needed to synthesize it. The reactants are: [NH:1]1[C:5]2[CH:6]=[CH:7][CH:8]=[CH:9][C:4]=2[N:3]=[N:2]1.[H-].[Na+].Br[CH2:13][C:14]1[CH:19]=[CH:18][C:17]([C:20]2[CH:24]=[C:23]([C:25]([NH2:27])=[O:26])[O:22][N:21]=2)=[CH:16][CH:15]=1.O. (4) Given the product [CH3:25][C:21]1[CH:22]=[CH:23][CH:24]=[C:19]([CH3:18])[C:20]=1[NH:26][CH2:27][C:28]([OH:30])=[O:29], predict the reactants needed to synthesize it. The reactants are: CC1C=CC=C(C)C=1N.BrCC(OCC)=O.Br.[CH3:18][C:19]1[CH:24]=[CH:23][CH:22]=[C:21]([CH3:25])[C:20]=1[NH:26][CH2:27][C:28]([OH:30])=[O:29]. (5) Given the product [C:1]([O:5][C:6](=[O:23])[NH:7][C:8]1[CH:13]=[C:12]([N:14]2[CH2:18][CH2:17][CH2:16][CH2:15]2)[C:11]([Cl:19])=[CH:10][C:9]=1[NH2:20])([CH3:4])([CH3:2])[CH3:3], predict the reactants needed to synthesize it. The reactants are: [C:1]([O:5][C:6](=[O:23])[NH:7][C:8]1[CH:13]=[C:12]([N:14]2[CH2:18][CH2:17][CH2:16][CH2:15]2)[C:11]([Cl:19])=[CH:10][C:9]=1[N+:20]([O-])=O)([CH3:4])([CH3:3])[CH3:2].O.O.Cl[Sn]Cl. (6) Given the product [CH3:1][C:2]1[C:3]2[N:4]([N:11]=[C:12]([C:14]3[CH:19]=[CH:18][CH:17]=[CH:16][CH:15]=3)[N:13]=2)[CH:5]=[CH:6][C:7]=1[NH2:22], predict the reactants needed to synthesize it. The reactants are: [CH3:1][C:2]1[C:3]2[N:4]([N:11]=[C:12]([C:14]3[CH:19]=[CH:18][CH:17]=[CH:16][CH:15]=3)[N:13]=2)[CH:5]=[CH:6][C:7]=1C(O)=O.C([N:22](CC)CC)C.P(N=[N+]=[N-])(=O)(OC1C=CC=CC=1)OC1C=CC=CC=1.